This data is from Forward reaction prediction with 1.9M reactions from USPTO patents (1976-2016). The task is: Predict the product of the given reaction. (1) Given the reactants C[O:2][C:3](=O)[CH2:4][C:5]1[CH:10]=[C:9]([O:11][CH3:12])[C:8]([C:13]#[N:14])=[CH:7][C:6]=1[Cl:15].[BH4-].[Li+], predict the reaction product. The product is: [Cl:15][C:6]1[CH:7]=[C:8]([C:13]#[N:14])[C:9]([O:11][CH3:12])=[CH:10][C:5]=1[CH2:4][CH2:3][OH:2]. (2) The product is: [CH2:1]([O:8][C:9](=[O:35])[C@@H:10]([NH:27][C:28]([O:30][C:31]([CH3:34])([CH3:33])[CH3:32])=[O:29])[CH2:11][C:12]1[N:20]([CH2:21][CH2:22][CH2:23][CH2:24][CH3:25])[C:15]2[CH:16]=[CH:17][CH:18]=[CH:19][C:14]=2[N:13]=1)[C:2]1[CH:7]=[CH:6][CH:5]=[CH:4][CH:3]=1. Given the reactants [CH2:1]([O:8][C:9](=[O:35])[C@@H:10]([NH:27][C:28]([O:30][C:31]([CH3:34])([CH3:33])[CH3:32])=[O:29])[CH2:11][C:12](=O)[NH:13][C:14]1[CH:19]=[CH:18][CH:17]=[CH:16][C:15]=1[NH:20][CH2:21][CH2:22][CH2:23][CH2:24][CH3:25])[C:2]1[CH:7]=[CH:6][CH:5]=[CH:4][CH:3]=1, predict the reaction product. (3) Given the reactants [Cl:1][C:2]1[CH:7]=[CH:6][C:5]([C@@H:8]([NH:11][S@](C(C)(C)C)=O)[CH2:9][CH3:10])=[C:4]([F:18])[C:3]=1[O:19][C:20]1[CH:25]=[CH:24][CH:23]=[C:22]([CH2:26][OH:27])[CH:21]=1.Cl, predict the reaction product. The product is: [ClH:1].[NH2:11][C@H:8]([C:5]1[C:4]([F:18])=[C:3]([C:2]([Cl:1])=[CH:7][CH:6]=1)[O:19][C:20]1[CH:21]=[C:22]([CH2:26][OH:27])[CH:23]=[CH:24][CH:25]=1)[CH2:9][CH3:10]. (4) Given the reactants [NH2:1][C@H:2]([C:5]1[CH:10]=[CH:9][CH:8]=[CH:7][CH:6]=1)[CH2:3][OH:4].[CH3:11][O:12][C:13]1[CH:20]=[CH:19][C:16]([CH:17]=O)=[CH:15][CH:14]=1, predict the reaction product. The product is: [CH3:11][O:12][C:13]1[CH:20]=[CH:19][C:16](/[CH:17]=[N:1]/[C@H:2]([C:5]2[CH:10]=[CH:9][CH:8]=[CH:7][CH:6]=2)[CH2:3][OH:4])=[CH:15][CH:14]=1. (5) Given the reactants [CH2:1]([OH:6])[C:2]([F:5])([F:4])[F:3].[H-].[Na+].[C:9]([C:11]1[CH:12]=[C:13]([S:25]([NH:28][C:29]2[S:30][CH:31]=[CH:32][N:33]=2)(=[O:27])=[O:26])[CH:14]=[CH:15][C:16]=1[O:17][C:18]1[CH:19]=[N:20][C:21](F)=[CH:22][CH:23]=1)#[N:10].[Cl-].[NH4+], predict the reaction product. The product is: [C:9]([C:11]1[CH:12]=[C:13]([S:25]([NH:28][C:29]2[S:30][CH:31]=[CH:32][N:33]=2)(=[O:26])=[O:27])[CH:14]=[CH:15][C:16]=1[O:17][C:18]1[CH:19]=[N:20][C:21]([O:6][CH2:1][C:2]([F:5])([F:4])[F:3])=[CH:22][CH:23]=1)#[N:10]. (6) The product is: [Cl:1][C:2]1[CH:16]=[CH:15][C:5]([O:6][C:7]2[CH:12]=[CH:11][C:10]([CH2:13][O:14][C:36]3[CH:37]=[C:38]4[N:30]([C:28]([O:27][C:23]([CH3:26])([CH3:25])[CH3:24])=[O:29])[CH2:31][CH2:32][N:33]4[C:34](=[O:40])[N:35]=3)=[CH:9][CH:8]=2)=[CH:4][C:3]=1[C:17]([F:18])([F:19])[F:20]. Given the reactants [Cl:1][C:2]1[CH:16]=[CH:15][C:5]([O:6][C:7]2[CH:12]=[CH:11][C:10]([CH2:13][OH:14])=[CH:9][CH:8]=2)=[CH:4][C:3]=1[C:17]([F:20])([F:19])[F:18].[H-].[Na+].[C:23]([O:27][C:28]([N:30]1[C:38]2[N:33]([C:34](=[O:40])[N:35]=[C:36](Cl)[CH:37]=2)[CH2:32][CH2:31]1)=[O:29])([CH3:26])([CH3:25])[CH3:24], predict the reaction product. (7) Given the reactants C(N(C(C)C)CC)(C)C.[Br:10][C:11]1[CH:16]=[C:15]([C:17]([O-:19])=O)[CH:14]=[CH:13][C:12]=1[C:20]([O:22][CH3:23])=[O:21].CN(C(ON1N=NC2C=CC=CC1=2)=[N+](C)C)C.F[P-](F)(F)(F)(F)F.Cl.[NH:49]1[C:57]2[CH:56]=[CH:55][CH:54]=[C:53]([CH2:58][NH2:59])[C:52]=2[CH:51]=[CH:50]1.C1C=CC2N(O)N=NC=2C=1, predict the reaction product. The product is: [Br:10][C:11]1[CH:16]=[C:15]([C:17]([NH:59][CH2:58][C:53]2[CH:54]=[CH:55][CH:56]=[C:57]3[C:52]=2[CH:51]=[CH:50][NH:49]3)=[O:19])[CH:14]=[CH:13][C:12]=1[C:20]([O:22][CH3:23])=[O:21].